From a dataset of CYP2D6 inhibition data for predicting drug metabolism from PubChem BioAssay. Regression/Classification. Given a drug SMILES string, predict its absorption, distribution, metabolism, or excretion properties. Task type varies by dataset: regression for continuous measurements (e.g., permeability, clearance, half-life) or binary classification for categorical outcomes (e.g., BBB penetration, CYP inhibition). Dataset: cyp2d6_veith. (1) The molecule is N.N.O=C(O)C1(C(=O)O)CCC1.[Pt]. The result is 0 (non-inhibitor). (2) The molecule is CCNC(=O)[C@H]1O[C@H](n2cnc3c(N)nc(NCCc4ccc(CCC(=O)O)cc4)nc32)[C@@H](O)[C@@H]1O. The result is 1 (inhibitor). (3) The compound is CNNCc1ccc(C(=O)NC(C)C)cc1. The result is 0 (non-inhibitor). (4) The compound is CCOC(=O)c1cnn(-c2nc(-c3ccc(F)cc3)cs2)c1C(F)(F)F. The result is 0 (non-inhibitor). (5) The drug is CC(=O)N1CCC2(CC1)CN(Cc1ccccc1)C2. The result is 0 (non-inhibitor).